Dataset: TCR-epitope binding with 47,182 pairs between 192 epitopes and 23,139 TCRs. Task: Binary Classification. Given a T-cell receptor sequence (or CDR3 region) and an epitope sequence, predict whether binding occurs between them. (1) The epitope is KLNVGDYFV. The TCR CDR3 sequence is CASSLVAILGETQYF. Result: 1 (the TCR binds to the epitope). (2) The epitope is LLQTGIHVRVSQPSL. The TCR CDR3 sequence is CSLIDNTEAFF. Result: 1 (the TCR binds to the epitope). (3) Result: 0 (the TCR does not bind to the epitope). The epitope is GPGHKARVL. The TCR CDR3 sequence is CASSPVGSEQFF. (4) The epitope is GLCTLVAML. The TCR CDR3 sequence is CASSPSWDLQETQYF. Result: 1 (the TCR binds to the epitope).